From a dataset of Full USPTO retrosynthesis dataset with 1.9M reactions from patents (1976-2016). Predict the reactants needed to synthesize the given product. (1) Given the product [ClH:41].[ClH:41].[ClH:41].[CH:38]([C@H:37]1[C:30]2[C:29]([N:21]3[C:17]4[C:16](=[C:15]([CH2:14][NH:6][CH:1]5[CH2:5][CH2:4][CH2:3][CH2:2]5)[CH:20]=[CH:19][CH:18]=4)[C:23]4([CH2:28][CH2:27][NH:26][CH2:25][CH2:24]4)[CH2:22]3)=[N:34][CH:33]=[N:32][C:31]=2[CH2:35][CH2:36]1)([CH3:40])[CH3:39], predict the reactants needed to synthesize it. The reactants are: [CH:1]1([N:6]([CH2:14][C:15]2[CH:20]=[CH:19][CH:18]=[C:17]3[N:21]([C:29]4[C:30]5[C@H:37]([CH:38]([CH3:40])[CH3:39])[CH2:36][CH2:35][C:31]=5[N:32]=[CH:33][N:34]=4)[CH2:22][C:23]4([CH2:28][CH2:27][NH:26][CH2:25][CH2:24]4)[C:16]=23)C(=O)OC(C)(C)C)[CH2:5][CH2:4][CH2:3][CH2:2]1.[ClH:41]. (2) Given the product [CH3:1][O:2][C:3]([C:5]1[C:10]2[O:11][CH2:12][C@H:13]([CH2:22][O:23][CH3:24])[N:14]([C:15]3[CH:20]=[CH:19][C:18]([CH3:21])=[CH:17][N:16]=3)[C:9]=2[CH:8]=[CH:7][CH:6]=1)=[O:4], predict the reactants needed to synthesize it. The reactants are: [CH3:1][O:2][C:3]([C:5]1[C:10]2[O:11][CH2:12][C@H:13]([CH2:22][OH:23])[N:14]([C:15]3[CH:20]=[CH:19][C:18]([CH3:21])=[CH:17][N:16]=3)[C:9]=2[CH:8]=[CH:7][CH:6]=1)=[O:4].[CH3:24]OC(C1C2OC[C@H](CO)N(C3C=CC(CC)=CN=3)C=2C=CC=1)=O.[H-].[Na+].CI. (3) The reactants are: [O:1]=[C:2]1[C:10]2[C:5](=[CH:6][CH:7]=[CH:8][CH:9]=2)[C:4](=[C:11]2[CH2:21][C:13]3([CH2:16][CH:15]([C:17]([O:19][CH3:20])=[O:18])[CH2:14]3)[CH2:12]2)O1.O1CCOCC1.O.[NH2:29][NH2:30]. Given the product [O:1]=[C:2]1[C:10]2[C:5](=[CH:6][CH:7]=[CH:8][CH:9]=2)[C:4]([CH:11]2[CH2:21][C:13]3([CH2:16][CH:15]([C:17]([O:19][CH3:20])=[O:18])[CH2:14]3)[CH2:12]2)=[N:30][NH:29]1, predict the reactants needed to synthesize it.